From a dataset of Reaction yield outcomes from USPTO patents with 853,638 reactions. Predict the reaction yield, written as a fraction of the theoretical maximum amount of product (1.0 means a 100% yield; for example, 0.34 means a 34% yield). (1) The reactants are [Br:1][C:2]1[CH:3]=[N:4][C:5]([CH3:8])=[N:6][CH:7]=1.[Br:9]N1C(=O)CCC1=O.CC(N=NC(C#N)(C)C)(C#N)C. The catalyst is C(Cl)(Cl)(Cl)Cl. The product is [Br:1][C:2]1[CH:3]=[N:4][C:5]([CH2:8][Br:9])=[N:6][CH:7]=1. The yield is 0.110. (2) The reactants are [CH3:1][O:2][C:3]1[CH:4]=[C:5]([S:25]([C:28]2[CH:38]=[CH:37][C:31]([O:32][CH2:33][C:34]([OH:36])=[O:35])=[CH:30][CH:29]=2)(=[O:27])=[O:26])[C:6]2[NH:10][C:9]([S:11]([CH2:13][C:14]3[C:19]([CH3:20])=[C:18]([O:21][CH3:22])[C:17]([CH3:23])=[CH:16][N:15]=3)=[O:12])=[N:8][C:7]=2[CH:24]=1.C(=O)(O)[O-].[Na+:43]. The catalyst is C(COC)OC.O. The product is [Na+:43].[CH3:1][O:2][C:3]1[CH:4]=[C:5]([S:25]([C:28]2[CH:38]=[CH:37][C:31]([O:32][CH2:33][C:34]([O-:36])=[O:35])=[CH:30][CH:29]=2)(=[O:26])=[O:27])[C:6]2[NH:10][C:9]([S:11]([CH2:13][C:14]3[C:19]([CH3:20])=[C:18]([O:21][CH3:22])[C:17]([CH3:23])=[CH:16][N:15]=3)=[O:12])=[N:8][C:7]=2[CH:24]=1. The yield is 0.880. (3) The reactants are [Br:1][C:2]1[CH:10]=[C:9]2[C:5]([CH2:6][CH2:7][C:8]2=[O:11])=[CH:4][CH:3]=1.[C:12]([O:16]C)(=O)[CH:13]=[CH2:14].[CH3:18][CH2:19]C([O-])(C)C.[K+].C1(C)C=CC=CC=1.[OH-].[K+]. The product is [Br:1][C:2]1[CH:10]=[C:9]2[C:5]([CH2:6][C:7]3([CH2:14][CH2:13][C:12](=[O:16])[CH2:19][CH2:18]3)[C:8]2=[O:11])=[CH:4][CH:3]=1. The catalyst is CC1CCCO1.O. The yield is 0.750. (4) The reactants are [C:1]([C:4]1[CH:13]=[CH:12][C:11]2[C:6](=[CH:7][CH:8]=[CH:9][CH:10]=2)[CH:5]=1)(=O)[CH3:2].[NH2:14][C:15]([NH2:17])=[O:16].[O-][CH2:19]C.[Na+:21]. The catalyst is CCO. The product is [CH:5]1[C:6]2[C:11](=[CH:10][CH:9]=[CH:8][CH:7]=2)[CH:12]=[CH:13][C:4]=1[C:1]1[CH:2]=[CH:19][N:17]=[C:15]([O-:16])[N:14]=1.[Na+:21]. The yield is 0.540. (5) The reactants are [CH3:1][O:2][C:3]1[CH:4]=[C:5]2[C:10](=[CH:11][C:12]=1[O:13][CH3:14])[N:9]=[CH:8][CH:7]=[C:6]2[O:15][C:16]1[C:22]([CH3:23])=[CH:21][C:19]([NH2:20])=[C:18]([CH3:24])[CH:17]=1.Cl[C:26](Cl)([O:28][C:29](=[O:35])OC(Cl)(Cl)Cl)Cl.[N:37]1([CH2:43]CO)[CH2:42][CH2:41][CH2:40][CH2:39][CH2:38]1.C(=O)(O)[O-].[Na+]. The catalyst is C(Cl)Cl.C(N(CC)CC)C.C1(C)C=CC=CC=1. The product is [CH3:1][O:2][C:3]1[CH:4]=[C:5]2[C:10](=[CH:11][C:12]=1[O:13][CH3:14])[N:9]=[CH:8][CH:7]=[C:6]2[O:15][C:16]1[C:22]([CH3:23])=[CH:21][C:19]([NH:20][C:29](=[O:35])[O:28][CH2:26][CH2:43][N:37]2[CH2:42][CH2:41][CH2:40][CH2:39][CH2:38]2)=[C:18]([CH3:24])[CH:17]=1. The yield is 0.510. (6) The reactants are [Cl:1][C:2]1[CH:3]=[C:4]([CH:7]=[C:8]([O:10][C:11]([F:14])([F:13])[F:12])[CH:9]=1)[CH2:5][OH:6].CCN(C(C)C)C(C)C.[CH3:24][S:25](Cl)(=[O:27])=[O:26]. The catalyst is C(Cl)Cl. The product is [S:25]([O:6][CH2:5][C:4]1[CH:7]=[C:8]([O:10][C:11]([F:12])([F:13])[F:14])[CH:9]=[C:2]([Cl:1])[CH:3]=1)(=[O:27])(=[O:26])[CH3:24]. The yield is 0.990. (7) The reactants are [CH2:1]([N:8]1[CH:12]=[C:11](Br)[C:10]([CH3:14])=[N:9]1)[C:2]1[CH:7]=[CH:6][CH:5]=[CH:4][CH:3]=1.[CH3:15][C:16]1([CH3:32])[C:20]([CH3:22])([CH3:21])[O:19][B:18]([B:18]2[O:19][C:20]([CH3:22])([CH3:21])[C:16]([CH3:32])([CH3:15])[O:17]2)[O:17]1.CC([O-])=O.[K+]. The catalyst is CS(C)=O.C1C=CC(P(C2C=CC=CC=2)[C-]2C=CC=C2)=CC=1.C1C=CC(P(C2C=CC=CC=2)[C-]2C=CC=C2)=CC=1.Cl[Pd]Cl.[Fe+2]. The product is [CH2:1]([N:8]1[CH:12]=[C:11]([B:18]2[O:19][C:20]([CH3:22])([CH3:21])[C:16]([CH3:32])([CH3:15])[O:17]2)[C:10]([CH3:14])=[N:9]1)[C:2]1[CH:7]=[CH:6][CH:5]=[CH:4][CH:3]=1. The yield is 0.370. (8) The yield is 0.890. The product is [CH2:3]([O:5][C:6](=[O:14])[CH2:7][C:8](=[O:13])[CH2:9][C:10](=[O:12])[CH2:11][CH:33]([C:32]1[C:23]([CH:20]2[CH2:21][CH2:22]2)=[N:24][C:25]2[C:30]([C:31]=1[C:35]1[CH:40]=[CH:39][C:38]([F:41])=[CH:37][CH:36]=1)=[CH:29][CH:28]=[CH:27][CH:26]=2)[OH:34])[CH3:4]. The catalyst is C(OCC)(=O)C.CCCCCC.C1(C)C=CC=CC=1.C(O)(=O)C.O1CCCC1. The reactants are [H-].[Na+].[CH2:3]([O:5][C:6](=[O:14])[CH2:7][C:8](=[O:13])[CH2:9][C:10](=[O:12])[CH3:11])[CH3:4].C([Li])CCC.[CH:20]1([C:23]2[C:32]([CH:33]=[O:34])=[C:31]([C:35]3[CH:40]=[CH:39][C:38]([F:41])=[CH:37][CH:36]=3)[C:30]3[C:25](=[CH:26][CH:27]=[CH:28][CH:29]=3)[N:24]=2)[CH2:22][CH2:21]1. (9) The reactants are [NH2:1][C:2]1[CH:10]=[CH:9][C:5]2[N:6]=[CH:7][S:8][C:4]=2[CH:3]=1.[C:11](Cl)(Cl)=[S:12].Cl.[CH2:16]([N:18](CC)[CH2:19]C)C. The catalyst is C(Cl)(Cl)Cl.C([O-])(O)=O.[Na+].C1COCC1.ClCCN. The product is [S:12]1[CH2:11][CH2:19][N:18]=[C:16]1[NH:1][C:2]1[CH:10]=[CH:9][C:5]2[N:6]=[CH:7][S:8][C:4]=2[CH:3]=1. The yield is 0.680.